Predict which catalyst facilitates the given reaction. From a dataset of Catalyst prediction with 721,799 reactions and 888 catalyst types from USPTO. (1) Reactant: [OH:1][CH:2]1[CH2:7][CH2:6][N:5]([C:8]([O:10][CH2:11][CH:12]=[CH2:13])=[O:9])[CH2:4][CH2:3]1.[H-].[Na+].Cl[C:17]1[C:26]2[C:21](=[C:22]([O:28][CH3:29])[CH:23]=[C:24]([F:27])[CH:25]=2)[N:20]=[C:19]([CH3:30])[CH:18]=1. Product: [F:27][C:24]1[CH:25]=[C:26]2[C:21](=[C:22]([O:28][CH3:29])[CH:23]=1)[N:20]=[C:19]([CH3:30])[CH:18]=[C:17]2[O:1][CH:2]1[CH2:3][CH2:4][N:5]([C:8]([O:10][CH2:11][CH:12]=[CH2:13])=[O:9])[CH2:6][CH2:7]1. The catalyst class is: 3. (2) Reactant: [F:1][CH:2]([F:37])[C:3]1[CH:7]=[C:6]([CH:8]([F:10])[F:9])[N:5]([CH2:11][C:12]([N:14]2[CH2:19][CH2:18][CH:17]([C:20]3[S:21][CH:22]=[C:23]([C:25]4[CH2:29][CH:28]([C:30]5[CH:35]=[CH:34][CH:33]=[CH:32][C:31]=5[OH:36])[O:27][N:26]=4)[N:24]=3)[CH2:16][CH2:15]2)=[O:13])[N:4]=1.C(=O)([O-])[O-].[K+].[K+].[CH2:44](Br)[CH:45]=[CH2:46].O. Product: [CH2:46]([O:36][C:31]1[CH:32]=[CH:33][CH:34]=[CH:35][C:30]=1[CH:28]1[O:27][N:26]=[C:25]([C:23]2[N:24]=[C:20]([CH:17]3[CH2:16][CH2:15][N:14]([C:12](=[O:13])[CH2:11][N:5]4[C:6]([CH:8]([F:10])[F:9])=[CH:7][C:3]([CH:2]([F:1])[F:37])=[N:4]4)[CH2:19][CH2:18]3)[S:21][CH:22]=2)[CH2:29]1)[CH:45]=[CH2:44]. The catalyst class is: 21. (3) Reactant: [O:1]([C:8]1[CH:9]=[CH:10][C:11]([CH:14]2[O:18][C:17](=[O:19])[NH:16][CH:15]2[CH2:20][C:21]2[CH:26]=[CH:25][CH:24]=[C:23]([O:27][C:28]([F:33])([F:32])[CH:29]([F:31])[F:30])[CH:22]=2)=[N:12][CH:13]=1)[C:2]1[CH:7]=[CH:6][CH:5]=[CH:4][CH:3]=1.[C:34](O[C:34]([O:36][C:37]([CH3:40])([CH3:39])[CH3:38])=[O:35])([O:36][C:37]([CH3:40])([CH3:39])[CH3:38])=[O:35].O. Product: [O:19]=[C:17]1[N:16]([C:34]([O:36][C:37]([CH3:40])([CH3:39])[CH3:38])=[O:35])[CH:15]([CH2:20][C:21]2[CH:26]=[CH:25][CH:24]=[C:23]([O:27][C:28]([F:32])([F:33])[CH:29]([F:30])[F:31])[CH:22]=2)[CH:14]([C:11]2[CH:10]=[CH:9][C:8]([O:1][C:2]3[CH:7]=[CH:6][CH:5]=[CH:4][CH:3]=3)=[CH:13][N:12]=2)[O:18]1. The catalyst class is: 10.